This data is from Catalyst prediction with 721,799 reactions and 888 catalyst types from USPTO. The task is: Predict which catalyst facilitates the given reaction. (1) Reactant: [Cl:1][C:2]1[C:3]([F:45])=[C:4]([C@@H:8]2[C@:12]([C:15]3[CH:20]=[CH:19][C:18]([Cl:21])=[CH:17][C:16]=3[F:22])([C:13]#[N:14])[C@H:11]([CH2:23][C:24]([CH3:27])([CH3:26])[CH3:25])[NH:10][C@H:9]2[C:28]([NH:30][C:31]2([CH3:44])[CH2:36][CH2:35][N:34](C(OC(C)(C)C)=O)[CH2:33][CH2:32]2)=[O:29])[CH:5]=[CH:6][CH:7]=1.FC(F)(F)C(O)=O. Product: [CH3:44][C:31]1([NH:30][C:28]([CH:9]2[CH:8]([C:4]3[CH:5]=[CH:6][CH:7]=[C:2]([Cl:1])[C:3]=3[F:45])[C:12]([C:15]3[CH:20]=[CH:19][C:18]([Cl:21])=[CH:17][C:16]=3[F:22])([C:13]#[N:14])[CH:11]([CH2:23][C:24]([CH3:27])([CH3:26])[CH3:25])[NH:10]2)=[O:29])[CH2:36][CH2:35][NH:34][CH2:33][CH2:32]1. The catalyst class is: 4. (2) Reactant: [CH3:1][N:2]([CH3:7])[C:3](=[O:6])[CH:4]=[CH2:5].[C:8](#[N:10])[CH3:9]. Product: [CH3:1][N:2]([CH3:7])[C:3](=[O:6])[CH:4]=[CH2:5].[CH2:9]([NH2:2])[CH2:8][NH2:10]. The catalyst class is: 6. (3) Reactant: [CH2:1]([O:8][C:9]1[CH:10]=[CH:11][C:12]([C@@H:20]([O:37][Si:38]([C:41]([CH3:44])([CH3:43])[CH3:42])([CH3:40])[CH3:39])[CH2:21][NH:22][CH2:23][CH:24]2[CH2:29][CH2:28][N:27]([CH2:30][C:31]3[CH:36]=[CH:35][CH:34]=[CH:33][CH:32]=3)[CH2:26][CH2:25]2)=[C:13]2[C:18]=1[NH:17][C:16](=[O:19])[CH:15]=[CH:14]2)[C:2]1[CH:7]=[CH:6][CH:5]=[CH:4][CH:3]=1.[C:45]([O:49][C:50](O[C:50]([O:49][C:45]([CH3:48])([CH3:47])[CH3:46])=[O:51])=[O:51])([CH3:48])([CH3:47])[CH3:46]. Product: [CH2:1]([O:8][C:9]1[CH:10]=[CH:11][C:12]([C@@H:20]([O:37][Si:38]([C:41]([CH3:44])([CH3:43])[CH3:42])([CH3:39])[CH3:40])[CH2:21][N:22]([CH2:23][CH:24]2[CH2:29][CH2:28][N:27]([CH2:30][C:31]3[CH:36]=[CH:35][CH:34]=[CH:33][CH:32]=3)[CH2:26][CH2:25]2)[C:50](=[O:51])[O:49][C:45]([CH3:48])([CH3:47])[CH3:46])=[C:13]2[C:18]=1[NH:17][C:16](=[O:19])[CH:15]=[CH:14]2)[C:2]1[CH:7]=[CH:6][CH:5]=[CH:4][CH:3]=1. The catalyst class is: 2. (4) Reactant: Cl[C:2]1[C:7]([Br:8])=[CH:6][N:5]=[CH:4][N:3]=1.CC1(C)C(C)(C)OB([C:17]2[C:26]3[C:21](=[CH:22][CH:23]=[CH:24][CH:25]=3)[C:20]([C:27]#[N:28])=[CH:19][CH:18]=2)O1.C(=O)([O-])[O-].[Na+].[Na+]. Product: [Br:8][C:7]1[C:2]([C:17]2[C:26]3[C:21](=[CH:22][CH:23]=[CH:24][CH:25]=3)[C:20]([C:27]#[N:28])=[CH:19][CH:18]=2)=[N:3][CH:4]=[N:5][CH:6]=1. The catalyst class is: 12.